Dataset: Full USPTO retrosynthesis dataset with 1.9M reactions from patents (1976-2016). Task: Predict the reactants needed to synthesize the given product. (1) The reactants are: [CH3:1][O:2][C:3]1[CH:8]=[CH:7][C:6]([S:9](Cl)(=[O:11])=[O:10])=[CH:5][CH:4]=1.[CH3:13][O:14][C:15]1[CH:21]=[CH:20][CH:19]=[CH:18][C:16]=1[NH2:17].C(N(CC)CC)C. Given the product [CH3:13][O:14][C:15]1[CH:21]=[CH:20][CH:19]=[CH:18][C:16]=1[NH:17][S:9]([C:6]1[CH:7]=[CH:8][C:3]([O:2][CH3:1])=[CH:4][CH:5]=1)(=[O:11])=[O:10], predict the reactants needed to synthesize it. (2) Given the product [C:18]([NH:22][C:1]([CH:2]1[CH2:12][CH:6]2[CH2:7][CH:3]1[CH:10]=[CH:11]2)=[O:4])([CH3:21])([CH3:20])[CH3:19], predict the reactants needed to synthesize it. The reactants are: [C:1](Cl)(=[O:4])[CH:2]=[CH2:3].[C:6]1([CH3:12])[CH:11]=[CH:10]C=C[CH:7]=1.C1CC=CC=1.[C:18]([NH2:22])([CH3:21])([CH3:20])[CH3:19].